From a dataset of Catalyst prediction with 721,799 reactions and 888 catalyst types from USPTO. Predict which catalyst facilitates the given reaction. (1) Reactant: [CH3:1][O:2][C:3](=[O:15])[CH2:4][C:5]1[C:13]2[C:8](=[CH:9][CH:10]=[C:11]([OH:14])[CH:12]=2)[NH:7][CH:6]=1.IC.[C:18](=O)([O-])[O-].[K+].[K+].C(=O)(O)[O-].[Na+]. Product: [CH3:1][O:2][C:3](=[O:15])[CH2:4][C:5]1[C:13]2[C:8](=[CH:9][CH:10]=[C:11]([O:14][CH3:18])[CH:12]=2)[NH:7][CH:6]=1. The catalyst class is: 9. (2) Reactant: Cl[CH2:2][CH2:3][C@H:4]([C:14]1[S:15][CH:16]=[CH:17][CH:18]=1)[O:5][C:6]1[CH:11]=[C:10]([Cl:12])[CH:9]=[CH:8][C:7]=1[Cl:13].[I-:19].[Na+]. Product: [Cl:13][C:7]1[CH:8]=[CH:9][C:10]([Cl:12])=[CH:11][C:6]=1[O:5][C@@H:4]([C:14]1[S:15][CH:16]=[CH:17][CH:18]=1)[CH2:3][CH2:2][I:19]. The catalyst class is: 21. (3) Reactant: C(=O)([O-])[O-].[K+].[K+].I[CH:8]([CH3:10])[CH3:9].[Br:11][C:12]1[CH:17]=[CH:16][C:15]([OH:18])=[C:14]([CH2:19][CH3:20])[CH:13]=1. Product: [Br:11][C:12]1[CH:17]=[CH:16][C:15]([O:18][CH:8]([CH3:10])[CH3:9])=[C:14]([CH2:19][CH3:20])[CH:13]=1. The catalyst class is: 3. (4) Reactant: C([Li])(C)(C)C.I[C:7]1[CH:12]=[CH:11][N:10]=[CH:9][CH:8]=1.[Br:13][C:14]1[CH:15]=[C:16]([C:20]([C:28]2[CH:33]=[CH:32][CH:31]=[CH:30][C:29]=2[C:34]#[N:35])=[N:21]S(C(C)(C)C)=O)[CH:17]=[CH:18][CH:19]=1. Product: [Br:13][C:14]1[CH:15]=[C:16]([C:20]2([C:7]3[CH:12]=[CH:11][N:10]=[CH:9][CH:8]=3)[C:28]3[C:29](=[CH:30][CH:31]=[CH:32][CH:33]=3)[C:34]([NH2:35])=[N:21]2)[CH:17]=[CH:18][CH:19]=1. The catalyst class is: 7. (5) Reactant: C(OC([N:8]1[CH2:14][CH2:13][CH2:12][N:11]2[N:15]=[C:16]([C:18]([N:20]3[CH:25]4[CH2:26][CH2:27][CH2:28][CH:21]3[CH2:22][CH:23]([C:29]([OH:31])=[O:30])[CH2:24]4)=[O:19])[CH:17]=[C:10]2[CH2:9]1)=O)(C)(C)C.[C:32]([OH:38])([C:34]([F:37])([F:36])[F:35])=[O:33]. Product: [OH:38][C:32]([C:34]([F:37])([F:36])[F:35])=[O:33].[N:15]1[N:11]2[CH2:12][CH2:13][CH2:14][NH:8][CH2:9][C:10]2=[CH:17][C:16]=1[C:18]([N:20]1[CH:21]2[CH2:28][CH2:27][CH2:26][CH:25]1[CH2:24][CH:23]([C:29]([OH:31])=[O:30])[CH2:22]2)=[O:19]. The catalyst class is: 4. (6) Reactant: [C:1]([N:4]([C:33]1[CH:38]=[CH:37][C:36]([Cl:39])=[CH:35][CH:34]=1)[C@H:5]1[C:14]2[C:9](=[CH:10][CH:11]=[CH:12][CH:13]=2)[N:8]([C:15]([C:17]2[CH:22]=[CH:21][C:20]([N:23]3[CH2:28][CH2:27][CH2:26][CH:25](C(O)=O)[CH2:24]3)=[CH:19][CH:18]=2)=[O:16])[C@@H:7]([CH3:32])[CH2:6]1)(=[O:3])[CH3:2].C1C=CC2N(O)N=NC=2C=1.C[N:51]([C:53]([O:57]N1N=NC2C=CC=NC1=2)=[N+](C)C)C.F[P-](F)(F)(F)(F)F.C(N(C(C)C)CC)(C)C.[Cl-].[NH4+]. Product: [C:1]([N:4]([C:33]1[CH:38]=[CH:37][C:36]([Cl:39])=[CH:35][CH:34]=1)[C@H:5]1[C:14]2[C:13](=[CH:12][CH:11]=[CH:10][CH:9]=2)[N:8]([C:15]([C:17]2[CH:22]=[CH:21][C:20]([N:23]3[CH2:28][CH2:27][CH2:26][CH:25]([C:53]([NH2:51])=[O:57])[CH2:24]3)=[CH:19][CH:18]=2)=[O:16])[C@@H:7]([CH3:32])[CH2:6]1)(=[O:3])[CH3:2]. The catalyst class is: 39.